From a dataset of Full USPTO retrosynthesis dataset with 1.9M reactions from patents (1976-2016). Predict the reactants needed to synthesize the given product. (1) Given the product [OH:1][CH:2]([CH2:24][O:25][C:32]([C:26]1[CH:31]=[CH:30][CH:29]=[CH:28][CH:27]=1)([C:39]1[CH:40]=[CH:41][CH:42]=[CH:43][CH:44]=1)[C:33]1[CH:34]=[CH:35][CH:36]=[CH:37][CH:38]=1)[CH2:3][O:4][C:5](=[O:23])[CH2:6][CH2:7][CH2:8][CH2:9][CH2:10][CH2:11][CH2:12]/[CH:13]=[CH:14]\[CH2:15][CH2:16][CH2:17][CH2:18][CH2:19][CH2:20][CH2:21][CH3:22], predict the reactants needed to synthesize it. The reactants are: [OH:1][CH:2]([CH2:24][OH:25])[CH2:3][O:4][C:5](=[O:23])[CH2:6][CH2:7][CH2:8][CH2:9][CH2:10][CH2:11][CH2:12]/[CH:13]=[CH:14]\[CH2:15][CH2:16][CH2:17][CH2:18][CH2:19][CH2:20][CH2:21][CH3:22].[C:26]1([C:32](Cl)([C:39]2[CH:44]=[CH:43][CH:42]=[CH:41][CH:40]=2)[C:33]2[CH:38]=[CH:37][CH:36]=[CH:35][CH:34]=2)[CH:31]=[CH:30][CH:29]=[CH:28][CH:27]=1. (2) Given the product [CH3:33][C:31]1[N:32]=[C:28]([C:21]2[C:20]([O:19][C:13]3[C:12]4[C:17](=[CH:18][C:9]([OH:8])=[C:10]([O:35][CH3:36])[CH:11]=4)[N:16]=[CH:15][CH:14]=3)=[CH:25][C:24]([CH3:26])=[C:23]([CH3:27])[N:22]=2)[S:29][C:30]=1[CH3:34], predict the reactants needed to synthesize it. The reactants are: C([O:8][C:9]1[CH:18]=[C:17]2[C:12]([C:13]([O:19][C:20]3[C:21]([C:28]4[S:29][C:30]([CH3:34])=[C:31]([CH3:33])[N:32]=4)=[N:22][C:23]([CH3:27])=[C:24]([CH3:26])[CH:25]=3)=[CH:14][CH:15]=[N:16]2)=[CH:11][C:10]=1[O:35][CH3:36])C1C=CC=CC=1.CS(O)(=O)=O. (3) Given the product [Cl:12][C:4]1[C:5]([O:10][CH3:11])=[CH:6][C:7]([O:8][CH3:9])=[C:2]([Cl:1])[C:3]=1[C:13]1[C:25](=[O:26])[N:24]([CH2:27][CH2:28][O:29][CH:30]2[CH2:31][CH2:32][NH:33][CH2:34][CH2:35]2)[C:16]2[N:17]=[C:18]([NH:21][CH2:22][CH3:23])[N:19]=[CH:20][C:15]=2[CH:14]=1, predict the reactants needed to synthesize it. The reactants are: [Cl:1][C:2]1[C:7]([O:8][CH3:9])=[CH:6][C:5]([O:10][CH3:11])=[C:4]([Cl:12])[C:3]=1[C:13]1[C:25](=[O:26])[N:24]([CH2:27][CH2:28][O:29][CH:30]2[CH2:35][CH2:34][N:33](C(OC(C)(C)C)=O)[CH2:32][CH2:31]2)[C:16]2[N:17]=[C:18]([NH:21][CH2:22][CH3:23])[N:19]=[CH:20][C:15]=2[CH:14]=1.C(O)(C(F)(F)F)=O. (4) Given the product [Cl:29][CH2:30][C:31]([N:23]1[CH2:24][CH2:25][CH:20]([N:18]2[C:17](=[O:26])[C:16]([CH3:28])([CH3:27])[C:15]([C:7]3[C:8]4[CH2:9][C:10]([CH3:14])([CH3:13])[O:11][C:12]=4[C:4]([O:3][CH3:2])=[CH:5][CH:6]=3)=[N:19]2)[CH2:21][CH2:22]1)=[O:32], predict the reactants needed to synthesize it. The reactants are: Cl.[CH3:2][O:3][C:4]1[C:12]2[O:11][C:10]([CH3:14])([CH3:13])[CH2:9][C:8]=2[C:7]([C:15]2[C:16]([CH3:28])([CH3:27])[C:17](=[O:26])[N:18]([CH:20]3[CH2:25][CH2:24][NH:23][CH2:22][CH2:21]3)[N:19]=2)=[CH:6][CH:5]=1.[Cl:29][CH2:30][C:31](O[C:31](=[O:32])[CH2:30][Cl:29])=[O:32]. (5) Given the product [CH2:32]([C:20]1[CH:21]=[C:22]([O:24][CH2:25][CH2:26][CH2:27][S:28]([CH3:31])(=[O:30])=[O:29])[CH:23]=[C:18]([CH2:16][CH3:17])[C:19]=1[C:34]1[CH:39]=[CH:38][CH:37]=[C:36]([CH2:40][O:1][C:2]2[CH:15]=[CH:14][C:5]3[C@H:6]([CH2:9][C:10]([O:12][CH3:13])=[O:11])[CH2:7][O:8][C:4]=3[CH:3]=2)[CH:35]=1)[CH3:33], predict the reactants needed to synthesize it. The reactants are: [OH:1][C:2]1[CH:15]=[CH:14][C:5]2[C@H:6]([CH2:9][C:10]([O:12][CH3:13])=[O:11])[CH2:7][O:8][C:4]=2[CH:3]=1.[CH2:16]([C:18]1[CH:23]=[C:22]([O:24][CH2:25][CH2:26][CH2:27][S:28]([CH3:31])(=[O:30])=[O:29])[CH:21]=[C:20]([CH2:32][CH3:33])[C:19]=1[C:34]1[CH:39]=[CH:38][CH:37]=[C:36]([CH2:40]O)[CH:35]=1)[CH3:17].C(P(CCCC)CCCC)CCC.N(C(N1CCCCC1)=O)=NC(N1CCCCC1)=O. (6) Given the product [OH:22][C:23]1[CH:24]=[CH:25][C:26]2[C:30]([C:31]([O:3][CH3:1])=[O:32])=[C:29]([CH3:34])[S:28][C:27]=2[CH:35]=1, predict the reactants needed to synthesize it. The reactants are: [C:1](OC1C=CC2C=C(C)SC=2C=1)(=[O:3])C.C(Cl)(=O)C(Cl)=O.C[O:22][C:23]1[CH:24]=[CH:25][C:26]2[C:30]([C:31](Cl)=[O:32])=[C:29]([CH3:34])[S:28][C:27]=2[CH:35]=1.C([O-])([O-])=O.[K+].[K+].